Dataset: Forward reaction prediction with 1.9M reactions from USPTO patents (1976-2016). Task: Predict the product of the given reaction. (1) The product is: [C:20]1([C:26]([C:28]2[CH:29]=[CH:30][CH:31]=[CH:32][CH:33]=2)([C:34]2[CH:35]=[CH:36][CH:37]=[CH:38][CH:39]=2)[NH:1][C@H:2]([C:5]([OH:7])=[O:6])[CH2:3][OH:4])[CH:21]=[CH:22][CH:23]=[CH:24][CH:25]=1. Given the reactants [NH2:1][C@H:2]([C:5]([OH:7])=[O:6])[CH2:3][OH:4].C[Si](Cl)(C)C.C(N(CC)CC)C.[C:20]1([C:26]([C:34]2[CH:39]=[CH:38][CH:37]=[CH:36][CH:35]=2)([C:28]2[CH:33]=[CH:32][CH:31]=[CH:30][CH:29]=2)Cl)[CH:25]=[CH:24][CH:23]=[CH:22][CH:21]=1, predict the reaction product. (2) Given the reactants [C:1]([O:5][C:6]([NH:8][CH2:9][C@@H:10]1[CH2:12][C@H:11]1[C:13]([O:15]CC)=[O:14])=[O:7])([CH3:4])([CH3:3])[CH3:2].[Li+].[OH-], predict the reaction product. The product is: [C:1]([O:5][C:6]([NH:8][CH2:9][C@@H:10]1[CH2:12][C@H:11]1[C:13]([OH:15])=[O:14])=[O:7])([CH3:4])([CH3:2])[CH3:3]. (3) The product is: [C:35]([C:39]1[O:40][C:41]2[C:46](/[C:47](=[CH:49]/[CH:53]=[CH:29]/[C:10]3[C:11]([CH2:21][CH2:22][CH2:23][CH2:24][S:25]([O-:28])(=[O:27])=[O:26])([CH3:20])[C:12]4[C:17](=[C:16]([F:18])[CH:15]=[C:14]([F:19])[CH:13]=4)[N+:9]=3[CH2:8][CH2:7][CH2:6][CH2:5][CH2:4][C:1]([OH:3])=[O:2])/[CH:48]=1)=[CH:45][CH:44]=[C:43]([N:50]([CH3:52])[CH3:51])[CH:42]=2)([CH3:38])([CH3:36])[CH3:37]. Given the reactants [C:1]([CH2:4][CH2:5][CH2:6][CH2:7][CH2:8][N+:9]1[C:17]2[C:12](=[CH:13][C:14]([F:19])=[CH:15][C:16]=2[F:18])[C:11]([CH2:21][CH2:22][CH2:23][CH2:24][S:25]([O-:28])(=[O:27])=[O:26])([CH3:20])[C:10]=1[CH3:29])([OH:3])=[O:2].F[B-](F)(F)F.[C:35]([C:39]1[CH:48]=[C:47]([CH3:49])[C:46]2[C:41](=[CH:42][C:43]([N:50]([CH3:52])[CH3:51])=[CH:44][CH:45]=2)[O+:40]=1)([CH3:38])([CH3:37])[CH3:36].[CH:53](OCC)(OCC)OCC.N1C=CC=CC=1, predict the reaction product. (4) Given the reactants [Br:1][C:2]1[CH:3]=[N:4][C:5]([N:8]([CH3:23])[C@H:9]2[CH2:14][CH2:13][C@H:12]([C:15]#[C:16][CH2:17]OS(C)(=O)=O)[CH2:11][CH2:10]2)=[N:6][CH:7]=1.[CH3:24][NH:25][CH3:26], predict the reaction product. The product is: [Br:1][C:2]1[CH:3]=[N:4][C:5]([N:8]([C@H:9]2[CH2:14][CH2:13][C@H:12]([C:15]#[C:16][CH2:17][N:25]([CH3:26])[CH3:24])[CH2:11][CH2:10]2)[CH3:23])=[N:6][CH:7]=1. (5) The product is: [N:8]1([C:6]2[N:7]=[C:2]([C:19]3[N:23]4[CH:24]=[CH:25][C:26]([C:28]([F:29])([F:30])[F:31])=[N:27][C:22]4=[N:21][CH:20]=3)[CH:3]=[CH:4][CH:5]=2)[CH2:13][CH2:12][O:11][CH2:10][CH2:9]1. Given the reactants Br[C:2]1[N:7]=[C:6]([N:8]2[CH2:13][CH2:12][O:11][CH2:10][CH2:9]2)[CH:5]=[CH:4][CH:3]=1.C([Sn](CCCC)(CCCC)[C:19]1[N:23]2[CH:24]=[CH:25][C:26]([C:28]([F:31])([F:30])[F:29])=[N:27][C:22]2=[N:21][CH:20]=1)CCC, predict the reaction product. (6) Given the reactants [NH2:1][C@@H:2]([CH2:6][S:7][CH2:8][C:9]1[CH:14]=[CH:13][C:12]([O:15][CH3:16])=[CH:11][CH:10]=1)[C:3]([OH:5])=[O:4].[C:17](=[O:20])([O-])[O-:18].[K+].[K+], predict the reaction product. The product is: [C:9]([O:18][C:17]([NH:1][C@@H:2]([CH2:6][S:7][CH2:8][C:9]1[CH:10]=[CH:11][C:12]([O:15][CH3:16])=[CH:13][CH:14]=1)[C:3]([OH:5])=[O:4])=[O:20])([CH3:14])([CH3:10])[CH3:8].